Task: Predict the reaction yield, written as a fraction of the theoretical maximum amount of product (1.0 means a 100% yield; for example, 0.34 means a 34% yield).. Dataset: Reaction yield outcomes from USPTO patents with 853,638 reactions (1) The reactants are [SH:1][C:2]1[N:6]([CH2:7][C:8]2[CH:13]=[CH:12][C:11]([C:14]3[CH:19]=[CH:18][CH:17]=[CH:16][C:15]=3[C:20]3[NH:24][N:23]=[N:22][N:21]=3)=[CH:10][CH:9]=2)[C:5]2[C:25]([C:29]([O:31][CH2:32][CH3:33])=[O:30])=[CH:26][CH:27]=[CH:28][C:4]=2[N:3]=1.[OH-].[Na+].[CH2:36](I)[CH3:37].Cl. The catalyst is C(O)C. The product is [CH2:36]([S:1][C:2]1[N:6]([CH2:7][C:8]2[CH:9]=[CH:10][C:11]([C:14]3[CH:19]=[CH:18][CH:17]=[CH:16][C:15]=3[C:20]3[NH:24][N:23]=[N:22][N:21]=3)=[CH:12][CH:13]=2)[C:5]2[C:25]([C:29]([O:31][CH2:32][CH3:33])=[O:30])=[CH:26][CH:27]=[CH:28][C:4]=2[N:3]=1)[CH3:37]. The yield is 0.570. (2) The reactants are [CH3:1][S:2](Cl)(=[O:4])=[O:3].CCN(CC)CC.[CH:13]([N:26]1[C:34]2[C:29](=[CH:30][C:31]([Cl:35])=[CH:32][CH:33]=2)[C:28]([CH2:36][CH2:37][S:38]([C:41]2[CH:46]=[CH:45][C:44]([C:47]3[CH:48]=[C:49]([CH:54]=[CH:55][CH:56]=3)[C:50]([O:52][CH3:53])=[O:51])=[CH:43][CH:42]=2)(=[O:40])=[O:39])=[C:27]1[CH2:57][CH2:58][OH:59])([C:20]1[CH:25]=[CH:24][CH:23]=[CH:22][CH:21]=1)[C:14]1[CH:19]=[CH:18][CH:17]=[CH:16][CH:15]=1.O. The catalyst is C(Cl)Cl. The product is [CH:13]([N:26]1[C:34]2[C:29](=[CH:30][C:31]([Cl:35])=[CH:32][CH:33]=2)[C:28]([CH2:36][CH2:37][S:38]([C:41]2[CH:46]=[CH:45][C:44]([C:47]3[CH:48]=[C:49]([CH:54]=[CH:55][CH:56]=3)[C:50]([O:52][CH3:53])=[O:51])=[CH:43][CH:42]=2)(=[O:40])=[O:39])=[C:27]1[CH2:57][CH2:58][O:59][S:2]([CH3:1])(=[O:4])=[O:3])([C:14]1[CH:15]=[CH:16][CH:17]=[CH:18][CH:19]=1)[C:20]1[CH:25]=[CH:24][CH:23]=[CH:22][CH:21]=1. The yield is 0.990. (3) The reactants are C[O:2][CH:3]([C:6]1[C:14]2[C:9](=[CH:10][C:11]([C:15]3[CH:20]=[CH:19][C:18]([O:21][CH2:22][O:23][CH2:24][CH2:25][Si:26]([CH3:29])([CH3:28])[CH3:27])=[CH:17][C:16]=3[O:30][CH3:31])=[CH:12][CH:13]=2)[N:8]([CH2:32][O:33][CH2:34][CH2:35][Si:36]([CH3:39])([CH3:38])[CH3:37])[N:7]=1)OC. The catalyst is C(O)(C(F)(F)F)=O.C(Cl)Cl. The product is [CH3:31][O:30][C:16]1[CH:17]=[C:18]([O:21][CH2:22][O:23][CH2:24][CH2:25][Si:26]([CH3:29])([CH3:28])[CH3:27])[CH:19]=[CH:20][C:15]=1[C:11]1[CH:10]=[C:9]2[C:14]([C:6]([CH:3]=[O:2])=[N:7][N:8]2[CH2:32][O:33][CH2:34][CH2:35][Si:36]([CH3:39])([CH3:38])[CH3:37])=[CH:13][CH:12]=1. The yield is 1.00. (4) The reactants are [CH3:1][O:2][C:3]1[CH:8]=[CH:7][C:6]([C:9](=O)[CH2:10][C:11]([O:13][CH2:14][CH3:15])=[O:12])=[CH:5][CH:4]=1.C(O)C.N1C=CC=CC=1.[C:26]([C:28](=[CH:32][C:33]1[CH:38]=[CH:37][CH:36]=[CH:35][C:34]=1[N+:39]([O-:41])=[O:40])[C:29](=[S:31])[NH2:30])#[N:27]. The catalyst is C(N(CC)CC)C. The product is [C:26]([C:28]1[C:29](=[S:31])[NH:30][C:9]([C:6]2[CH:7]=[CH:8][C:3]([O:2][CH3:1])=[CH:4][CH:5]=2)=[C:10]([C:11]([O:13][CH2:14][CH3:15])=[O:12])[C:32]=1[C:33]1[CH:38]=[CH:37][CH:36]=[CH:35][C:34]=1[N+:39]([O-:41])=[O:40])#[N:27]. The yield is 0.920. (5) The reactants are C1(O[C:8](=[O:16])[NH:9][C:10]2[CH:11]=[N:12][CH:13]=[CH:14][CH:15]=2)C=CC=CC=1.[F:17][C:18]1([F:34])[O:22][C:21]2[CH:23]=[CH:24][C:25]([CH2:27][N:28]3[CH2:33][CH2:32][NH:31][CH2:30][CH2:29]3)=[CH:26][C:20]=2[O:19]1.O. The catalyst is CS(C)=O. The product is [N:12]1[CH:13]=[CH:14][CH:15]=[C:10]([NH:9][C:8]([N:31]2[CH2:32][CH2:33][N:28]([CH2:27][C:25]3[CH:24]=[CH:23][C:21]4[O:22][C:18]([F:34])([F:17])[O:19][C:20]=4[CH:26]=3)[CH2:29][CH2:30]2)=[O:16])[CH:11]=1. The yield is 0.840. (6) The reactants are [NH2:1][C:2]1[CH:7]=[C:6]([C:8]2[C:9]([C:19]3[C:20]([F:40])=[C:21]([N:25](COC)[S:26]([C:29]4[CH:34]=[C:33]([F:35])[CH:32]=[CH:31][C:30]=4[F:36])(=[O:28])=[O:27])[CH:22]=[CH:23][CH:24]=3)=[N:10][N:11]([CH:13]3[CH2:18][CH2:17][O:16][CH2:15][CH2:14]3)[CH:12]=2)[CH:5]=[CH:4][N:3]=1.[C:41](O)(=O)C.C=O.[C:47]([BH3-])#[N:48].[Na+]. The catalyst is CO. The product is [F:36][C:30]1[CH:31]=[CH:32][C:33]([F:35])=[CH:34][C:29]=1[S:26]([NH:25][C:21]1[CH:22]=[CH:23][CH:24]=[C:19]([C:9]2[C:8]([C:6]3[CH:5]=[CH:4][N:3]=[C:2]([NH:1][CH3:41])[CH:7]=3)=[CH:12][N:11]([CH:13]3[CH2:18][CH2:17][O:16][CH2:15][CH2:14]3)[N:10]=2)[C:20]=1[F:40])(=[O:27])=[O:28].[CH3:41][N:48]([CH3:47])[C:4]1[CH:5]=[C:6]([C:8]2[C:9]([C:19]3[C:20]([F:40])=[C:21]([NH:25][S:26]([C:29]4[CH:34]=[C:33]([F:35])[CH:32]=[CH:31][C:30]=4[F:36])(=[O:27])=[O:28])[CH:22]=[CH:23][CH:24]=3)=[N:10][N:11]([CH:13]3[CH2:18][CH2:17][O:16][CH2:15][CH2:14]3)[CH:12]=2)[CH:7]=[CH:2][N:3]=1. The yield is 0.0600. (7) The reactants are Br[C:2]1[CH:3]=[C:4]2[C:8](=[CH:9][CH:10]=1)[NH:7][C:6]([C:11]1[CH:16]=[CH:15][C:14]([F:17])=[CH:13][CH:12]=1)=[C:5]2[C:18]([NH:20][CH3:21])=[O:19].B([C:25]1[CH:26]=[C:27]([CH:31]=[CH:32][CH:33]=1)[C:28]([OH:30])=[O:29])(O)O.C([O-])([O-])=O.[Cs+].[Cs+].Cl. The catalyst is O.C1C=CC([P]([Pd]([P](C2C=CC=CC=2)(C2C=CC=CC=2)C2C=CC=CC=2)([P](C2C=CC=CC=2)(C2C=CC=CC=2)C2C=CC=CC=2)[P](C2C=CC=CC=2)(C2C=CC=CC=2)C2C=CC=CC=2)(C2C=CC=CC=2)C2C=CC=CC=2)=CC=1.CC#N.O1CCOCC1. The product is [F:17][C:14]1[CH:15]=[CH:16][C:11]([C:6]2[NH:7][C:8]3[C:4]([C:5]=2[C:18](=[O:19])[NH:20][CH3:21])=[CH:3][C:2]([C:25]2[CH:26]=[C:27]([CH:31]=[CH:32][CH:33]=2)[C:28]([OH:30])=[O:29])=[CH:10][CH:9]=3)=[CH:12][CH:13]=1. The yield is 0.180. (8) The reactants are Cl[C:2]1[N:7]=[C:6]([S:8][C:9]#[N:10])[C:5]([N+:11]([O-:13])=[O:12])=[CH:4][N:3]=1.[C:14]([O:18][C:19](=[O:30])[NH:20][CH2:21][C:22]1[CH:27]=[CH:26][CH:25]=[C:24]([CH2:28][NH2:29])[CH:23]=1)([CH3:17])([CH3:16])[CH3:15]. The catalyst is CCO. The product is [C:14]([O:18][C:19](=[O:30])[NH:20][CH2:21][C:22]1[CH:27]=[CH:26][CH:25]=[C:24]([CH2:28][NH:29][C:2]2[N:7]=[C:6]([S:8][C:9]#[N:10])[C:5]([N+:11]([O-:13])=[O:12])=[CH:4][N:3]=2)[CH:23]=1)([CH3:17])([CH3:15])[CH3:16]. The yield is 0.560. (9) The reactants are [CH2:1]([O:8][C:9]1[CH:10]=[C:11]([F:16])[CH:12]=[C:13](Br)[CH:14]=1)[C:2]1[CH:7]=[CH:6][CH:5]=[CH:4][CH:3]=1.[C:17]([O:20][C:21]1[CH:28]=[CH:27][C:24]([CH:25]=[CH2:26])=[CH:23][CH:22]=1)(=[O:19])[CH3:18].CCN(CC)CC.Cl. The catalyst is CN(C=O)C.CC([O-])=O.CC([O-])=O.[Pd+2].C1(C)C=CC=CC=1P(C1C=CC=CC=1C)C1C=CC=CC=1C.CCOC(C)=O. The product is [C:17]([O:20][C:21]1[CH:28]=[CH:27][C:24]([CH:25]=[CH:26][C:13]2[CH:14]=[C:9]([O:8][CH2:1][C:2]3[CH:7]=[CH:6][CH:5]=[CH:4][CH:3]=3)[CH:10]=[C:11]([F:16])[CH:12]=2)=[CH:23][CH:22]=1)(=[O:19])[CH3:18]. The yield is 0.880. (10) The reactants are [Cl:1][C:2]1[CH:11]=[C:10](Cl)[C:9]2[C:4](=[CH:5][CH:6]=[CH:7][CH:8]=2)[N:3]=1.[CH2:13]([NH2:20])[C:14]1[CH:19]=[CH:18][CH:17]=[CH:16][CH:15]=1.O. The catalyst is C(O)C. The product is [CH2:13]([NH:20][C:10]1[C:9]2[C:4](=[CH:5][CH:6]=[CH:7][CH:8]=2)[N:3]=[C:2]([Cl:1])[CH:11]=1)[C:14]1[CH:19]=[CH:18][CH:17]=[CH:16][CH:15]=1. The yield is 0.350.